The task is: Predict the product of the given reaction.. This data is from Forward reaction prediction with 1.9M reactions from USPTO patents (1976-2016). (1) Given the reactants [C:1]([O:5][C:6]([N:8]1[CH2:13][CH2:12][CH:11]([C:14]([OH:16])=O)[CH2:10][CH2:9]1)=[O:7])([CH3:4])([CH3:3])[CH3:2].[F:17][C:18]1[CH:23]=[CH:22][C:21]([N:24]2[CH2:29][CH2:28][NH:27][CH2:26][CH2:25]2)=[CH:20][C:19]=1[C:30]1[NH:34][C:33]2[CH:35]=[CH:36][CH:37]=[CH:38][C:32]=2[N:31]=1.CCN(C(C)C)C(C)C, predict the reaction product. The product is: [C:1]([O:5][C:6]([N:8]1[CH2:9][CH2:10][CH:11]([C:14]([N:27]2[CH2:28][CH2:29][N:24]([C:21]3[CH:22]=[CH:23][C:18]([F:17])=[C:19]([C:30]4[NH:31][C:32]5[CH:38]=[CH:37][CH:36]=[CH:35][C:33]=5[N:34]=4)[CH:20]=3)[CH2:25][CH2:26]2)=[O:16])[CH2:12][CH2:13]1)=[O:7])([CH3:2])([CH3:3])[CH3:4]. (2) Given the reactants [H-].[Na+].[CH2:3]([OH:6])[CH2:4][OH:5].[Cl:7][C:8]1[C:9]([CH3:36])=[C:10]([C:29]2[CH:30]=[N:31][C:32](F)=[CH:33][CH:34]=2)[C:11]([O:27][CH3:28])=[C:12]([CH:14]([N:16]2[C:20]3=[N:21][CH:22]=[N:23][C:24]([NH2:25])=[C:19]3[C:18]([CH3:26])=[N:17]2)[CH3:15])[CH:13]=1, predict the reaction product. The product is: [NH2:25][C:24]1[N:23]=[CH:22][N:21]=[C:20]2[N:16]([CH:14]([C:12]3[C:11]([O:27][CH3:28])=[C:10]([C:29]4[CH:34]=[CH:33][C:32]([O:5][CH2:4][CH2:3][OH:6])=[N:31][CH:30]=4)[C:9]([CH3:36])=[C:8]([Cl:7])[CH:13]=3)[CH3:15])[N:17]=[C:18]([CH3:26])[C:19]=12. (3) Given the reactants [N:1]1[CH:6]=[CH:5][CH:4]=[CH:3][C:2]=1[C:7](=[O:12])[CH2:8][C:9](=[O:11])[CH3:10].C(O[C:16]([C:18]1[CH:23]=[C:22]([Cl:24])[CH:21]=[CH:20][N:19]=1)=[O:17])C.[H-].[Na+], predict the reaction product. The product is: [Cl:24][C:22]1[CH:21]=[CH:20][N:19]=[C:18]([C:16](=[O:17])[CH2:10][C:9](=[O:11])[CH2:8][C:7]([C:2]2[CH:3]=[CH:4][CH:5]=[CH:6][N:1]=2)=[O:12])[CH:23]=1. (4) Given the reactants [CH:1]([C:3]1[CH:4]=[C:5]([C:15]2[CH:20]=[CH:19][C:18]([O:21][CH3:22])=[CH:17][CH:16]=2)[N:6]([C:8]([O:10][C:11]([CH3:14])([CH3:13])[CH3:12])=[O:9])[CH:7]=1)=O.N1CCCCC1.N1C=CC=CC=1.[C:35]([O:41][CH2:42][CH3:43])(=[O:40])[CH2:36]C([O-])=O, predict the reaction product. The product is: [C:11]([O:10][C:8]([N:6]1[CH:7]=[C:3](/[CH:1]=[CH:36]/[C:35]([O:41][CH2:42][CH3:43])=[O:40])[CH:4]=[C:5]1[C:15]1[CH:20]=[CH:19][C:18]([O:21][CH3:22])=[CH:17][CH:16]=1)=[O:9])([CH3:13])([CH3:12])[CH3:14]. (5) Given the reactants C([C:4]1[CH:9]=[CH:8][CH:7]=[CH:6][N:5]=1)(=O)C.[C:10]([O:15][CH3:16])(=[O:14])[C:11]([O-:13])=O.[CH3:17][O-:18].[Na+].Cl.[CH3:21]O, predict the reaction product. The product is: [CH3:16][O:15][C:10](=[O:14])[C:11]([OH:13])=[CH:21][C:17](=[O:18])[C:7]1[CH:6]=[N:5][CH:4]=[CH:9][CH:8]=1. (6) Given the reactants [NH2:1][C:2]1[CH:3]=[C:4]([O:9][C:10]2[CH:15]=[CH:14][C:13]([CH:16]([OH:18])[CH3:17])=[CH:12][CH:11]=2)[CH:5]=[CH:6][C:7]=1[NH2:8].[CH:19](O)=O, predict the reaction product. The product is: [NH:8]1[C:7]2[CH:6]=[CH:5][C:4]([O:9][C:10]3[CH:15]=[CH:14][C:13]([CH:16]([OH:18])[CH3:17])=[CH:12][CH:11]=3)=[CH:3][C:2]=2[N:1]=[CH:19]1.